This data is from Reaction yield outcomes from USPTO patents with 853,638 reactions. The task is: Predict the reaction yield, written as a fraction of the theoretical maximum amount of product (1.0 means a 100% yield; for example, 0.34 means a 34% yield). (1) The reactants are [C:1]([C@H:4]1[N:9]([C:10]([O:12][CH2:13][C:14]2[CH:19]=[CH:18][CH:17]=[CH:16][CH:15]=2)=[O:11])[CH2:8][C@H:7]([C:20]([O:22][CH3:23])=[O:21])[CH2:6][CH2:5]1)(=[O:3])[CH3:2].[CH3:24][Mg+].[Br-]. The catalyst is C1COCC1. The product is [OH:3][C:1]([C@H:4]1[N:9]([C:10]([O:12][CH2:13][C:14]2[CH:15]=[CH:16][CH:17]=[CH:18][CH:19]=2)=[O:11])[CH2:8][C@H:7]([C:20]([O:22][CH3:23])=[O:21])[CH2:6][CH2:5]1)([CH3:24])[CH3:2]. The yield is 0.328. (2) The reactants are II.[Br:3][C:4]1[CH:5]=[C:6]([C:10]([C:12]2[CH:17]=[CH:16][C:15]([O:18][CH3:19])=[C:14]([CH3:20])[CH:13]=2)=[CH2:11])[CH:7]=[CH:8][CH:9]=1.N.[NH2:22][C:23]([NH2:25])=[O:24]. The catalyst is C(OCC)(=O)C.C(#N)C.[Ag]OC#N.ClCCl. The product is [Br:3][C:4]1[CH:5]=[C:6]([C:10]2([C:12]3[CH:17]=[CH:16][C:15]([O:18][CH3:19])=[C:14]([CH3:20])[CH:13]=3)[CH2:11][O:24][C:23]([NH2:25])=[N:22]2)[CH:7]=[CH:8][CH:9]=1. The yield is 0.400. (3) The reactants are [CH3:1][O:2][C:3]([C:5]1[CH:10]=[CH:9][C:8]([C:11]2[CH:16]=[CH:15][C:14]([Cl:17])=[CH:13][CH:12]=2)=[C:7]([CH3:18])[CH:6]=1)=[O:4].C(OOC(=O)C1C=CC=CC=1)(=O)C1C=CC=CC=1.[Br:37]N1C(=O)CCC1=O. The catalyst is C(Cl)(Cl)(Cl)Cl.ClCCl. The product is [CH3:1][O:2][C:3]([C:5]1[CH:10]=[CH:9][C:8]([C:11]2[CH:16]=[CH:15][C:14]([Cl:17])=[CH:13][CH:12]=2)=[C:7]([CH2:18][Br:37])[CH:6]=1)=[O:4]. The yield is 0.530. (4) The yield is 0.333. The catalyst is CN(C=O)C. The reactants are [O:1]1[CH2:6][CH2:5][CH:4]([O:7][C:8]2[CH:9]=[CH:10][CH:11]=[C:12]3[C:17]=2[N:16]=[C:15]([NH:18][C@H:19]2[CH2:24][CH2:23][C@H:22]([NH2:25])[CH2:21][CH2:20]2)[N:14]=[CH:13]3)[CH2:3][CH2:2]1.Br[CH2:27][CH2:28][F:29].C([O-])([O-])=O.[K+].[K+].[Na+].[I-]. The product is [F:29][CH2:28][CH2:27][NH:25][C@H:22]1[CH2:23][CH2:24][C@H:19]([NH:18][C:15]2[N:14]=[CH:13][C:12]3[C:17](=[C:8]([O:7][CH:4]4[CH2:3][CH2:2][O:1][CH2:6][CH2:5]4)[CH:9]=[CH:10][CH:11]=3)[N:16]=2)[CH2:20][CH2:21]1. (5) The reactants are Cl[C:2]1[C:3]2[S:10][C:9]([C:11]3[CH:16]=[CH:15][N:14]=[CH:13][CH:12]=3)=[CH:8][C:4]=2[N:5]=[CH:6][N:7]=1.ClC1C2SC(I)=CC=2N=CN=1.C([Sn](CCCC)(CCCC)[C:33]1[CH:38]=[CH:37][N:36]=[CH:35][CH:34]=1)CCC.C1([As](C2C=CC=CC=2)C2C=CC=CC=2)C=CC=CC=1.[C:66]([O:69][CH2:70][CH3:71])(=[O:68])C. The catalyst is CN(C)C=O.C1C=CC(C#N)=CC=1.C1C=CC(C#N)=CC=1.Cl[Pd]Cl.[Cu]I. The product is [CH2:66]1[O:68][C:35]2[CH:34]=[CH:33][C:38]([CH2:37][NH:36][C:2]3[C:3]4[S:10][C:9]([C:11]5[CH:16]=[CH:15][N:14]=[CH:13][CH:12]=5)=[CH:8][C:4]=4[N:5]=[CH:6][N:7]=3)=[CH:71][C:70]=2[O:69]1. The yield is 0.430. (6) The reactants are Br[C:2]1[CH:3]=[CH:4][C:5]([F:10])=[C:6]([CH:9]=1)[C:7]#[N:8].[CH3:11][C:12]1([CH3:28])[C:16]([CH3:18])([CH3:17])[O:15][B:14]([B:14]2[O:15][C:16]([CH3:18])([CH3:17])[C:12]([CH3:28])([CH3:11])[O:13]2)[O:13]1.C([O-])(=O)C.[K+]. The catalyst is O1CCOCC1.[Pd](Cl)Cl.C1(P(C2C=CC=CC=2)[C-]2C=CC=C2)C=CC=CC=1.[C-]1(P(C2C=CC=CC=2)C2C=CC=CC=2)C=CC=C1.[Fe+2]. The product is [F:10][C:5]1[CH:4]=[CH:3][C:2]([B:14]2[O:15][C:16]([CH3:18])([CH3:17])[C:12]([CH3:28])([CH3:11])[O:13]2)=[CH:9][C:6]=1[C:7]#[N:8]. The yield is 0.270. (7) The reactants are [NH:1]1[CH2:6][CH2:5][O:4][CH2:3][CH2:2]1.[N+:7]([C:10]1[CH:15]=[CH:14][C:13]([N:16]2[CH2:21][CH2:20][N:19]([C:22]3[N:27]=[CH:26][C:25]([CH:28]=O)=[CH:24][CH:23]=3)[CH2:18][CH2:17]2)=[CH:12][CH:11]=1)([O-:9])=[O:8].C([BH3-])#N.[Na+]. The catalyst is O1CCCC1.C(O)(=O)C.C(Cl)(Cl)Cl. The product is [N+:7]([C:10]1[CH:15]=[CH:14][C:13]([N:16]2[CH2:21][CH2:20][N:19]([C:22]3[N:27]=[CH:26][C:25]([CH2:28][N:1]4[CH2:6][CH2:5][O:4][CH2:3][CH2:2]4)=[CH:24][CH:23]=3)[CH2:18][CH2:17]2)=[CH:12][CH:11]=1)([O-:9])=[O:8]. The yield is 0.590. (8) The reactants are CC1[N:3]([C@H:8]2[CH2:12][C@@:11]([C:23]3([OH:27])[CH2:26][CH2:25][CH2:24]3)([C:13]([O:15][CH2:16][C:17]3[CH:22]=[CH:21][CH:20]=[CH:19][CH:18]=3)=[O:14])[CH:10]=[CH:9]2)C(C)=CC=1.Cl.NO.NO.O. The catalyst is CO. The product is [NH2:3][C@H:8]1[CH2:12][C@@:11]([C:23]2([OH:27])[CH2:24][CH2:25][CH2:26]2)([C:13]([O:15][CH2:16][C:17]2[CH:18]=[CH:19][CH:20]=[CH:21][CH:22]=2)=[O:14])[CH:10]=[CH:9]1. The yield is 0.960. (9) The reactants are [F:1][C:2]([F:15])([F:14])[S:3]([O:6]S(C(F)(F)F)(=O)=O)(=[O:5])=[O:4].O[C:17]1[CH:18]=[C:19]2[C:24](=[CH:25][CH:26]=1)[C:23](=[O:27])[CH2:22][CH2:21][CH2:20]2.N1C(C)=CC=CC=1C. The catalyst is ClCCl. The product is [O:27]=[C:23]1[CH2:22][CH2:21][CH2:20][C:19]2[CH:18]=[C:17]([O:6][S:3]([C:2]([F:15])([F:14])[F:1])(=[O:5])=[O:4])[CH:26]=[CH:25][C:24]1=2. The yield is 0.930.